This data is from Reaction yield outcomes from USPTO patents with 853,638 reactions. The task is: Predict the reaction yield, written as a fraction of the theoretical maximum amount of product (1.0 means a 100% yield; for example, 0.34 means a 34% yield). The reactants are C1(P(C2C=CC=CC=2)C2C=CC=CC=2)C=CC=CC=1.BrN1C(=O)CCC1=O.[Cl:28][C:29]1[CH:30]=[C:31]([C@@H:39]([CH2:43][CH:44]2[CH2:48][CH2:47][CH2:46][CH2:45]2)[C:40]([OH:42])=O)[CH:32]=[CH:33][C:34]=1[S:35]([CH3:38])(=[O:37])=[O:36].[NH2:49][C:50]1[O:51][C:52]2[CH:58]=[CH:57][CH:56]=[CH:55][C:53]=2[N:54]=1.N1C=CC=CC=1. The catalyst is C(Cl)Cl.O. The product is [O:51]1[C:52]2[CH:58]=[CH:57][CH:56]=[CH:55][C:53]=2[N:54]=[C:50]1[NH:49][C:40](=[O:42])[C@@H:39]([C:31]1[CH:32]=[CH:33][C:34]([S:35]([CH3:38])(=[O:36])=[O:37])=[C:29]([Cl:28])[CH:30]=1)[CH2:43][CH:44]1[CH2:48][CH2:47][CH2:46][CH2:45]1. The yield is 0.760.